This data is from Full USPTO retrosynthesis dataset with 1.9M reactions from patents (1976-2016). The task is: Predict the reactants needed to synthesize the given product. (1) Given the product [Cl:26][C:22]1[C:23]([Cl:25])=[CH:24][C:19]([CH2:18][NH:17][C:15]([CH:12]2[CH2:11][CH2:10][N:9]([CH:7]3[CH2:8][N:5]([C:1](=[O:4])[CH:2]=[CH2:3])[CH2:6]3)[CH2:14][CH2:13]2)=[O:16])=[C:20]([OH:27])[CH:21]=1, predict the reactants needed to synthesize it. The reactants are: [C:1]([N:5]1[CH2:8][CH:7]([N:9]2[CH2:14][CH2:13][CH:12]([C:15]([NH:17][CH2:18][C:19]3[CH:24]=[C:23]([Cl:25])[C:22]([Cl:26])=[CH:21][C:20]=3[O:27]C)=[O:16])[CH2:11][CH2:10]2)[CH2:6]1)(=[O:4])[CH:2]=[CH2:3].B(Br)(Br)Br.C([O-])(O)=O.[Na+]. (2) Given the product [C:13]([O:12][C:10](=[O:9])[NH:1][C@@H:2]([CH2:5][CH:6]([CH3:8])[CH3:7])[CH2:3][OH:4])([CH3:16])([CH3:15])[CH3:14], predict the reactants needed to synthesize it. The reactants are: [NH2:1][C@@H:2]([CH2:5][CH:6]([CH3:8])[CH3:7])[CH2:3][OH:4].[O:9](C(OC(C)(C)C)=O)[C:10]([O:12][C:13]([CH3:16])([CH3:15])[CH3:14])=O. (3) Given the product [CH2:1]([NH:8][C:9]([C:11]1[S:15][C:14]([C:16]2[CH:20]=[CH:19][N:18]([CH2:29][CH2:28][O:27][C:26]3[CH:31]=[CH:32][C:23]([F:22])=[CH:24][CH:25]=3)[N:17]=2)=[N:13][C:12]=1[CH3:21])=[O:10])[C:2]1[CH:3]=[CH:4][CH:5]=[CH:6][CH:7]=1, predict the reactants needed to synthesize it. The reactants are: [CH2:1]([NH:8][C:9]([C:11]1[S:15][C:14]([C:16]2[NH:17][N:18]=[CH:19][CH:20]=2)=[N:13][C:12]=1[CH3:21])=[O:10])[C:2]1[CH:7]=[CH:6][CH:5]=[CH:4][CH:3]=1.[F:22][C:23]1[CH:32]=[CH:31][C:26]([O:27][CH2:28][CH2:29]Br)=[CH:25][CH:24]=1.C(=O)([O-])[O-].[K+].[K+]. (4) Given the product [F:21][C:12]1[C:11]([N:8]2[CH2:9][CH2:10][C:5](=[O:4])[CH2:6][CH2:7]2)=[C:20]2[C:15]([CH:16]=[CH:17][CH:18]=[N:19]2)=[CH:14][CH:13]=1, predict the reactants needed to synthesize it. The reactants are: O1[C:5]2([CH2:10][CH2:9][N:8]([C:11]3[C:12]([F:21])=[CH:13][CH:14]=[C:15]4[C:20]=3[N:19]=[CH:18][CH:17]=[CH:16]4)[CH2:7][CH2:6]2)[O:4]CC1.Cl.[OH-].[Na+]. (5) Given the product [F:40][C:41]([F:46])([F:45])[C:42]([OH:44])=[O:43].[N:23]1[C:22]2[NH:26][CH:27]=[CH:28][C:21]=2[C:20]([C:18]2[CH:17]=[N:16][N:15]([C:4]3([CH2:3][C:1]#[N:2])[CH2:7][NH:6][CH2:5]3)[CH:19]=2)=[N:25][CH:24]=1, predict the reactants needed to synthesize it. The reactants are: [C:1]([CH2:3][C:4]1([N:15]2[CH:19]=[C:18]([C:20]3[C:21]4[CH:28]=[CH:27][N:26](COCC[Si](C)(C)C)[C:22]=4[N:23]=[CH:24][N:25]=3)[CH:17]=[N:16]2)[CH2:7][N:6](C(OC(C)(C)C)=O)[CH2:5]1)#[N:2].C(Cl)Cl.[F:40][C:41]([F:46])([F:45])[C:42]([OH:44])=[O:43]. (6) Given the product [C:4]([C:3]1[CH:6]=[C:7]([N+:10]([O-:12])=[O:11])[CH:8]=[CH:9][C:2]=1[N:1]=[CH:15][N:16]([CH3:18])[CH3:17])#[N:5], predict the reactants needed to synthesize it. The reactants are: [NH2:1][C:2]1[CH:9]=[CH:8][C:7]([N+:10]([O-:12])=[O:11])=[CH:6][C:3]=1[C:4]#[N:5].CO[CH:15](OC)[N:16]([CH3:18])[CH3:17]. (7) Given the product [CH3:65][C:63]1[CH:62]=[CH:61][N:60]2[C:11]3[C:10]4[NH:9][C:7](=[O:8])[C:6]([CH3:54])=[CH:5][CH:4]=[CH:3][C@H:2]([CH3:1])[C@H:36]([OH:37])[C@@H:35]([CH3:38])[C@@H:34]([OH:39])[C@@H:33]([CH3:40])[C@H:32]([O:41][C:42]([CH3:44])=[O:43])[C@H:31]([CH3:45])[C@@H:30]([O:46][CH3:47])[CH:29]=[CH:28][O:27][C@:24]5([CH3:48])[C:25](=[O:26])[C:14]6=[C:15]([O:23]5)[C:16]([CH3:22])=[C:17]([OH:21])[C:18](=[C:13]6[C:12]=3[N:58]=[C:59]2[CH:64]=1)[C:19]=4[OH:20], predict the reactants needed to synthesize it. The reactants are: [CH3:1][C@@H:2]1[C@H:36]([OH:37])[C@@H:35]([CH3:38])[C@@H:34]([OH:39])[C@@H:33]([CH3:40])[C@H:32]([O:41][C:42]([CH3:44])=[O:43])[C@H:31]([CH3:45])[C@@H:30]([O:46][CH3:47])[CH:29]=[CH:28][O:27][C@:24]2([CH3:48])[C:25](=[O:26])[C:14]3[C:15]([O:23]2)=[C:16]([CH3:22])[C:17]([OH:21])=[C:18]2[C:19](=[O:20])[C:10](=[CH:11][C:12]4(OC(=O)CO4)[C:13]=32)[NH:9][C:7](=[O:8])[C:6]([CH3:54])=[CH:5][CH:4]=[CH:3]1.C(O)C.[NH2:58][C:59]1[CH:64]=[C:63]([CH3:65])[CH:62]=[CH:61][N:60]=1.O=C1O[C@H]([C@H](CO)O)C(O)=C1O. (8) The reactants are: [Br:1][C:2]1[CH:7]=[CH:6][C:5]([C:8]2[O:17][C:11]3[N:12]=[CH:13][N:14]=[C:15](Cl)[C:10]=3[C:9]=2[C:18]2[CH:23]=[CH:22][CH:21]=[CH:20][CH:19]=2)=[CH:4][CH:3]=1.[CH3:24][O:25][C:26](=[O:36])[CH2:27][O:28][C:29]1[CH:34]=[CH:33][CH:32]=[C:31]([NH2:35])[CH:30]=1. Given the product [CH3:24][O:25][C:26](=[O:36])[CH2:27][O:28][C:29]1[CH:34]=[CH:33][CH:32]=[C:31]([NH:35][C:15]2[C:10]3[C:9]([C:18]4[CH:23]=[CH:22][CH:21]=[CH:20][CH:19]=4)=[C:8]([C:5]4[CH:6]=[CH:7][C:2]([Br:1])=[CH:3][CH:4]=4)[O:17][C:11]=3[N:12]=[CH:13][N:14]=2)[CH:30]=1, predict the reactants needed to synthesize it. (9) Given the product [CH:26]1([CH:24]([OH:25])[C:21]2[CH:20]=[CH:19][C:18]([C@H:13]3[CH2:14][CH2:15][C:16](=[O:17])[C@@H:12]3[CH2:11]/[CH:10]=[CH:9]\[CH2:8][CH2:7][CH2:6][C:5]([OH:32])=[O:4])=[CH:23][CH:22]=2)[CH2:31][CH2:30][CH2:29][CH2:28][CH2:27]1, predict the reactants needed to synthesize it. The reactants are: [Li+].[OH-].C[O:4][C:5](=[O:32])[CH2:6][CH2:7][CH2:8]/[CH:9]=[CH:10]\[CH2:11][C@H:12]1[C:16](=[O:17])[CH2:15][CH2:14][C@@H:13]1[C:18]1[CH:23]=[CH:22][C:21]([CH:24]([CH:26]2[CH2:31][CH2:30][CH2:29][CH2:28][CH2:27]2)[OH:25])=[CH:20][CH:19]=1.Cl.